Dataset: Forward reaction prediction with 1.9M reactions from USPTO patents (1976-2016). Task: Predict the product of the given reaction. (1) Given the reactants [CH3:1][S:2]([C:5]1[N:10]=[CH:9][C:8]([C:11]2[CH:16]=[CH:15][C:14]([OH:17])=[CH:13][CH:12]=2)=[CH:7][CH:6]=1)(=[O:4])=[O:3].[C:18]([N:25]1[CH2:30][CH2:29][CH:28]([CH2:31]O)[CH2:27][CH2:26]1)([O:20][C:21]([CH3:24])([CH3:23])[CH3:22])=[O:19].C1C=CC(P(C2C=CC=CC=2)C2C=CC=CC=2)=CC=1.N(C(OC(C)C)=O)=NC(OC(C)C)=O, predict the reaction product. The product is: [CH3:1][S:2]([C:5]1[N:10]=[CH:9][C:8]([C:11]2[CH:16]=[CH:15][C:14]([O:17][CH2:31][CH:28]3[CH2:29][CH2:30][N:25]([C:18]([O:20][C:21]([CH3:22])([CH3:24])[CH3:23])=[O:19])[CH2:26][CH2:27]3)=[CH:13][CH:12]=2)=[CH:7][CH:6]=1)(=[O:4])=[O:3]. (2) Given the reactants [NH2:1][C:2]1[N:7]=[C:6]([C:8]2[O:9][CH:10]=[CH:11][CH:12]=2)[C:5]([C:13]#[N:14])=[C:4]([O:15][CH2:16][CH2:17][C:18]2[CH:23]=[CH:22][CH:21]=[CH:20][N:19]=2)[N:3]=1.[Br:24]N1C(=O)CCC1=O, predict the reaction product. The product is: [NH2:1][C:2]1[N:7]=[C:6]([C:8]2[O:9][C:10]([Br:24])=[CH:11][CH:12]=2)[C:5]([C:13]#[N:14])=[C:4]([O:15][CH2:16][CH2:17][C:18]2[CH:23]=[CH:22][CH:21]=[CH:20][N:19]=2)[N:3]=1. (3) Given the reactants C(=O)([S:3][CH:4]([C:15]1[CH:20]=[C:19]([C:21]([F:24])([F:23])[F:22])[CH:18]=[C:17]([C:25]([F:28])([F:27])[F:26])[CH:16]=1)[C@@H:5]([NH:7][C:8]([O:10][C:11]([CH3:14])([CH3:13])[CH3:12])=[O:9])[CH3:6])C.[OH-].[Na+], predict the reaction product. The product is: [F:22][C:21]([F:23])([F:24])[C:19]1[CH:20]=[C:15]([CH:4]([SH:3])[C@@H:5]([NH:7][C:8](=[O:9])[O:10][C:11]([CH3:12])([CH3:14])[CH3:13])[CH3:6])[CH:16]=[C:17]([C:25]([F:28])([F:27])[F:26])[CH:18]=1. (4) The product is: [CH2:1]([O:8][CH2:9][C@@H:10]([C:19]([N:24]([O:25][CH3:26])[CH3:23])=[O:21])[NH:11][C:12]([O:14][C:15]([CH3:16])([CH3:17])[CH3:18])=[O:13])[C:2]1[CH:3]=[CH:4][CH:5]=[CH:6][CH:7]=1. Given the reactants [CH2:1]([O:8][CH2:9][C@@H:10]([C:19]([OH:21])=O)[NH:11][C:12]([O:14][C:15]([CH3:18])([CH3:17])[CH3:16])=[O:13])[C:2]1[CH:7]=[CH:6][CH:5]=[CH:4][CH:3]=1.Cl.[CH3:23][NH:24][O:25][CH3:26].CN1CCOCC1, predict the reaction product. (5) Given the reactants [OH:1][C:2]1[CH:7]=[CH:6][C:5]([NH:8][CH:9]=[C:10]2[C:18]3[C:13](=[CH:14][CH:15]=[CH:16][CH:17]=3)[NH:12][C:11]2=[O:19])=[CH:4][CH:3]=1.C(=O)([O-])[O-].[K+].[K+].Br[CH2:27][CH2:28][CH2:29][Cl:30], predict the reaction product. The product is: [Cl:30][CH2:29][CH2:28][CH2:27][O:1][C:2]1[CH:7]=[CH:6][C:5]([NH:8][CH:9]=[C:10]2[C:18]3[C:13](=[CH:14][CH:15]=[CH:16][CH:17]=3)[NH:12][C:11]2=[O:19])=[CH:4][CH:3]=1.